From a dataset of Forward reaction prediction with 1.9M reactions from USPTO patents (1976-2016). Predict the product of the given reaction. (1) The product is: [Cl:2][C:3]1[CH:16]=[CH:15][CH:14]=[CH:13][C:4]=1[O:5][CH2:6][CH:7]1[O:12][CH2:11][CH2:10][N:9]([C:26]([NH:25][C:20]2[CH:19]=[C:18]([CH3:17])[CH:23]=[C:22]([CH3:24])[N:21]=2)=[O:27])[CH2:8]1. Given the reactants Cl.[Cl:2][C:3]1[CH:16]=[CH:15][CH:14]=[CH:13][C:4]=1[O:5][CH2:6][CH:7]1[O:12][CH2:11][CH2:10][NH:9][CH2:8]1.[CH3:17][C:18]1[CH:23]=[C:22]([CH3:24])[N:21]=[C:20]([NH:25][C:26](=O)[O:27]C2C=CC=CC=2)[CH:19]=1, predict the reaction product. (2) Given the reactants [Li]CCCC.[CH3:6][N:7]([CH3:22])[S:8]([N:11]1[CH:15]=[CH:14][N:13]=[C:12]1[N:16]1[CH2:21][CH2:20][O:19][CH2:18][CH2:17]1)(=[O:10])=[O:9].[CH3:23][C:24](OC(C)=O)=[O:25].[NH4+].[Cl-], predict the reaction product. The product is: [C:24]([C:15]1[N:11]([S:8]([N:7]([CH3:22])[CH3:6])(=[O:10])=[O:9])[C:12]([N:16]2[CH2:21][CH2:20][O:19][CH2:18][CH2:17]2)=[N:13][CH:14]=1)(=[O:25])[CH3:23]. (3) Given the reactants [CH2:1]([O:5][C:6]1[CH:11]=[C:10](F)[N:9]=[CH:8][N:7]=1)[C:2]#[C:3][CH3:4].[F:13][C:14]([F:22])([F:21])[CH:15]1[CH2:20][CH2:19][CH2:18][NH:17][CH2:16]1, predict the reaction product. The product is: [CH2:1]([O:5][C:6]1[CH:11]=[C:10]([N:17]2[CH2:18][CH2:19][CH2:20][CH:15]([C:14]([F:22])([F:21])[F:13])[CH2:16]2)[N:9]=[CH:8][N:7]=1)[C:2]#[C:3][CH3:4]. (4) Given the reactants [Cl:1][C:2]1[CH:33]=[CH:32][C:5]([O:6][C:7]2[CH:12]=[CH:11][C:10]([N:13]3[C@@H:17]([C:18]4[CH:23]=[CH:22][CH:21]=[C:20]([C:24]([F:27])([F:26])[F:25])[CH:19]=4)[CH2:16][C@H:15]([CH2:28][CH:29]=[CH2:30])[C:14]3=[O:31])=[CH:9][CH:8]=2)=[CH:4][CH:3]=1.B1C2CCCC1CCC2.[OH-:43].[Na+].OO, predict the reaction product. The product is: [Cl:1][C:2]1[CH:3]=[CH:4][C:5]([O:6][C:7]2[CH:12]=[CH:11][C:10]([N:13]3[C@@H:17]([C:18]4[CH:23]=[CH:22][CH:21]=[C:20]([C:24]([F:25])([F:26])[F:27])[CH:19]=4)[CH2:16][C@H:15]([CH2:28][CH2:29][CH2:30][OH:43])[C:14]3=[O:31])=[CH:9][CH:8]=2)=[CH:32][CH:33]=1. (5) The product is: [N:37]1([C:3]2[CH:4]=[CH:5][C:6]([CH2:7][N:8]3[C:16]([S:17][CH3:18])=[C:15]4[C:10]([N:11]([CH2:22][C:23]([CH3:24])([CH3:25])[CH3:26])[C:12](=[O:21])[N:13]([CH3:20])[C:14]4=[O:19])=[N:9]3)=[CH:27][CH:28]=2)[CH:41]=[CH:40][CH:39]=[N:38]1. Given the reactants CO[C:3]1[CH:28]=[CH:27][C:6]([CH2:7][N:8]2[C:16]([S:17][CH3:18])=[C:15]3[C:10]([N:11]([CH2:22][C:23]([CH3:26])([CH3:25])[CH3:24])[C:12](=[O:21])[N:13]([CH3:20])[C:14]3=[O:19])=[N:9]2)=[CH:5][CH:4]=1.BrCC1C=CC([N:37]2[CH:41]=[CH:40][CH:39]=[N:38]2)=CC=1, predict the reaction product. (6) Given the reactants C(OC([N:8]1[CH2:13][CH2:12][C:11](=[O:14])[CH:10]([CH3:15])[CH2:9]1)=O)(C)(C)C.C(Cl)[Cl:17], predict the reaction product. The product is: [ClH:17].[CH3:15][CH:10]1[C:11](=[O:14])[CH2:12][CH2:13][NH:8][CH2:9]1. (7) The product is: [Cl:41][C:36]1[CH:37]=[CH:38][CH:39]=[CH:40][C:35]=1[N:32]1[C:28]2=[N:29][CH:30]=[N:31][C:26]([O:11][C@@H:12]([CH2:22][O:23][CH3:24])[C:13]([NH:15][C:16]3[S:20][N:19]=[C:18]([CH3:21])[N:17]=3)=[O:14])=[C:27]2[CH:34]=[N:33]1. Given the reactants C[Si]([N-][Si](C)(C)C)(C)C.[Li+].[OH:11][C@@H:12]([CH2:22][O:23][CH3:24])[C:13]([NH:15][C:16]1[S:20][N:19]=[C:18]([CH3:21])[N:17]=1)=[O:14].Cl[C:26]1[N:31]=[CH:30][N:29]=[C:28]2[N:32]([C:35]3[CH:40]=[CH:39][CH:38]=[CH:37][C:36]=3[Cl:41])[N:33]=[CH:34][C:27]=12, predict the reaction product.